This data is from Full USPTO retrosynthesis dataset with 1.9M reactions from patents (1976-2016). The task is: Predict the reactants needed to synthesize the given product. (1) The reactants are: [CH:1]([C@H:4]1[CH2:8][O:7][C:6](=[O:9])[N:5]1[C:10]1[CH:15]=[CH:14][N:13]2[N:16]=[CH:17][C:18]([C:19]3[CH:28]=[CH:27][C:22]([C:23]([NH:25][NH2:26])=[O:24])=[CH:21][CH:20]=3)=[C:12]2[N:11]=1)([CH3:3])[CH3:2].[N:29]#[C:30]Br.C([O-])(O)=O.[Na+]. Given the product [NH2:29][C:30]1[O:24][C:23]([C:22]2[CH:27]=[CH:28][C:19]([C:18]3[CH:17]=[N:16][N:13]4[CH:14]=[CH:15][C:10]([N:5]5[C@@H:4]([CH:1]([CH3:3])[CH3:2])[CH2:8][O:7][C:6]5=[O:9])=[N:11][C:12]=34)=[CH:20][CH:21]=2)=[N:25][N:26]=1, predict the reactants needed to synthesize it. (2) Given the product [CH2:15]([N:14]([C@H:22]1[C@@H:26]2[O:27][C:28]([CH3:30])([CH3:31])[O:29][C@@H:25]2[C@@H:24]([O:32][CH2:34][C:35]([O:37][C:38]([CH3:41])([CH3:40])[CH3:39])=[O:36])[CH2:23]1)[CH2:7][C:8]1[CH:13]=[CH:12][CH:11]=[CH:10][CH:9]=1)[C:16]1[CH:21]=[CH:20][CH:19]=[CH:18][CH:17]=1, predict the reactants needed to synthesize it. The reactants are: CC(C)([O-])C.[K+].[CH2:7]([N:14]([C@H:22]1[C@@H:26]2[O:27][C:28]([CH3:31])([CH3:30])[O:29][C@@H:25]2[C@@H:24]([OH:32])[CH2:23]1)[CH2:15][C:16]1[CH:21]=[CH:20][CH:19]=[CH:18][CH:17]=1)[C:8]1[CH:13]=[CH:12][CH:11]=[CH:10][CH:9]=1.Br[CH2:34][C:35]([O:37][C:38]([CH3:41])([CH3:40])[CH3:39])=[O:36].[Cl-].[NH4+]. (3) Given the product [NH2:1][C:2]1[N:11]=[C:10]([C:12](=[O:18])[N:13]([CH2:16][CH3:17])[CH2:14][CH3:15])[C:9]2[C:4](=[CH:5][CH:6]=[C:7]([C:22](=[O:21])[N:23]([CH2:24][CH2:25][CH2:34][CH3:35])[CH3:29])[CH:8]=2)[N:3]=1, predict the reactants needed to synthesize it. The reactants are: [NH2:1][C:2]1[N:11]=[C:10]([C:12](=[O:18])[N:13]([CH2:16][CH3:17])[CH2:14][CH3:15])[C:9]2[C:4](=[CH:5][CH:6]=[C:7](Br)[CH:8]=2)[N:3]=1.[C]=[O:21].[CH3:22][N:23]([CH3:29])[CH2:24][CH2:25]N(C)C.CNCC[CH2:34][CH3:35]. (4) Given the product [C:1]1([C:7]2([CH2:13][CH2:14][C:15]3[O:19][N:18]=[C:17]([C:20]4[CH:21]=[CH:22][C:23]([CH2:24][N:25]5[CH2:28][CH:27]([C:29]([OH:31])=[O:30])[CH2:26]5)=[CH:36][CH:37]=4)[N:16]=3)[CH2:8][CH2:9][CH2:10][CH2:11][CH2:12]2)[CH:6]=[CH:5][CH:4]=[CH:3][CH:2]=1, predict the reactants needed to synthesize it. The reactants are: [C:1]1([C:7]2([CH2:13][CH2:14][C:15]3[O:19][N:18]=[C:17]([C:20]4[CH:37]=[CH:36][C:23]([CH2:24][N:25]5[CH2:28][CH:27]([C:29]([O:31]C(C)(C)C)=[O:30])[CH2:26]5)=[CH:22][CH:21]=4)[N:16]=3)[CH2:12][CH2:11][CH2:10][CH2:9][CH2:8]2)[CH:6]=[CH:5][CH:4]=[CH:3][CH:2]=1.CO. (5) Given the product [CH3:1][O:2][C:3]1[C:4](=[O:27])[C:5]([CH3:26])=[C:6]([CH2:12][C:13]2[CH:14]=[CH:15][C:16]([OH:22])=[C:17]([CH:21]=2)[C:18]([OH:20])=[O:19])[C:7](=[O:11])[C:8]=1[O:9][CH3:10], predict the reactants needed to synthesize it. The reactants are: [CH3:1][O:2][C:3]1[C:4](=[O:27])[C:5]([CH3:26])=[C:6]([CH2:12][C:13]2[CH:14]=[CH:15][C:16]([O:22]C(=O)C)=[C:17]([CH:21]=2)[C:18]([OH:20])=[O:19])[C:7](=[O:11])[C:8]=1[O:9][CH3:10].C(=O)([O-])O.[Na+].